Dataset: Full USPTO retrosynthesis dataset with 1.9M reactions from patents (1976-2016). Task: Predict the reactants needed to synthesize the given product. Given the product [F:21][CH:2]([F:1])[CH2:3][N:4]1[CH2:19][CH:7]2[CH2:8][NH:9][CH2:10][CH2:11][N:6]2[C:5]1=[O:20], predict the reactants needed to synthesize it. The reactants are: [F:1][CH:2]([F:21])[CH2:3][N:4]1[CH2:19][CH:7]2[CH2:8][N:9](C(OC(C)(C)C)=O)[CH2:10][CH2:11][N:6]2[C:5]1=[O:20].C(O)(C(F)(F)F)=O.